Dataset: Catalyst prediction with 721,799 reactions and 888 catalyst types from USPTO. Task: Predict which catalyst facilitates the given reaction. (1) Reactant: [NH2:1][C:2]1[CH:16]=[CH:15][C:5]([O:6][C:7]2[CH:14]=[CH:13][C:10]([C:11]#[N:12])=[CH:9][CH:8]=2)=[C:4](Br)[CH:3]=1.[CH3:18][C:19]1([CH3:35])[C:23]([CH3:25])([CH3:24])[O:22][B:21]([B:21]2[O:22][C:23]([CH3:25])([CH3:24])[C:19]([CH3:35])([CH3:18])[O:20]2)[O:20]1.C([O-])(=O)C.[K+]. Product: [NH2:1][C:2]1[CH:16]=[CH:15][C:5]([O:6][C:7]2[CH:14]=[CH:13][C:10]([C:11]#[N:12])=[CH:9][CH:8]=2)=[C:4]([B:21]2[O:22][C:23]([CH3:25])([CH3:24])[C:19]([CH3:35])([CH3:18])[O:20]2)[CH:3]=1. The catalyst class is: 62. (2) Reactant: [NH2:1][C:2]1[S:3][C:4]([C:7]([NH:9][C:10]2[C:15]([CH3:16])=[CH:14][CH:13]=[CH:12][C:11]=2[Cl:17])=[O:8])=[CH:5][N:6]=1.[Cl:18][C:19]1[CH:24]=[C:23](Cl)[N:22]=[C:21]([CH3:26])[N:20]=1.[H-].[Na+]. Product: [Cl:17][C:11]1[CH:12]=[CH:13][CH:14]=[C:15]([CH3:16])[C:10]=1[NH:9][C:7]([C:4]1[S:3][C:2]([NH:1][C:23]2[CH:24]=[C:19]([Cl:18])[N:20]=[C:21]([CH3:26])[N:22]=2)=[N:6][CH:5]=1)=[O:8]. The catalyst class is: 7. (3) Reactant: [Cl:1][C:2]1[CH:3]=[C:4]([C:9]2([C:23]([F:26])([F:25])[F:24])[O:13][N:12]=[C:11]([C:14]3[CH:21]=[CH:20][C:17]([CH:18]=O)=[C:16]([CH3:22])[CH:15]=3)[CH2:10]2)[CH:5]=[C:6]([Cl:8])[CH:7]=1.[C:27]([O:31][C:32](=[O:36])[CH2:33][O:34][NH2:35])([CH3:30])([CH3:29])[CH3:28].C1(C)C=CC(S(O)(=O)=O)=CC=1. Product: [C:27]([O:31][C:32](=[O:36])[CH2:33][O:34]/[N:35]=[CH:18]/[C:17]1[CH:20]=[CH:21][C:14]([C:11]2[CH2:10][C:9]([C:4]3[CH:3]=[C:2]([Cl:1])[CH:7]=[C:6]([Cl:8])[CH:5]=3)([C:23]([F:26])([F:24])[F:25])[O:13][N:12]=2)=[CH:15][C:16]=1[CH3:22])([CH3:30])([CH3:29])[CH3:28]. The catalyst class is: 11. (4) The catalyst class is: 22. Reactant: [CH2:1]([O:8][CH2:9][CH2:10][CH2:11][CH2:12][CH2:13][CH2:14][C:15]1[O:19][N:18]=[C:17]([C:20]([OH:22])=O)[CH:16]=1)[C:2]1[CH:7]=[CH:6][CH:5]=[CH:4][CH:3]=1.OCCCCCCC1ON=C(C(O)=O)C=1.Cl.[O:39]1[CH2:43][CH2:42][CH:41]([CH2:44][NH2:45])[CH2:40]1.C(N(CC)CC)C.ON1C2C=CC=CC=2N=N1.Cl.C(N=C=NCCCN(C)C)C. Product: [O:39]1[CH2:43][CH2:42][CH:41]([CH2:44][NH:45][C:20]([C:17]2[CH:16]=[C:15]([CH2:14][CH2:13][CH2:12][CH2:11][CH2:10][CH2:9][O:8][CH2:1][C:2]3[CH:3]=[CH:4][CH:5]=[CH:6][CH:7]=3)[O:19][N:18]=2)=[O:22])[CH2:40]1. (5) Reactant: C([O:8][CH:9]1[CH2:12][N:11]([C:13]2[CH:14]=[C:15]3[C:20](=[CH:21][CH:22]=2)[N:19]([CH:23]2[CH2:28][CH2:27][O:26][CH2:25][CH2:24]2)[C:18](=[O:29])[N:17]([CH2:30][C:31]2[CH:36]=[CH:35][C:34]([O:37][CH3:38])=[C:33]([O:39][CH3:40])[CH:32]=2)[C:16]3=[O:41])[CH2:10]1)C1C=CC=CC=1.C([O-])=O.[NH4+]. Product: [CH3:40][O:39][C:33]1[CH:32]=[C:31]([CH:36]=[CH:35][C:34]=1[O:37][CH3:38])[CH2:30][N:17]1[C:16](=[O:41])[C:15]2[C:20](=[CH:21][CH:22]=[C:13]([N:11]3[CH2:10][CH:9]([OH:8])[CH2:12]3)[CH:14]=2)[N:19]([CH:23]2[CH2:28][CH2:27][O:26][CH2:25][CH2:24]2)[C:18]1=[O:29]. The catalyst class is: 50.